This data is from Full USPTO retrosynthesis dataset with 1.9M reactions from patents (1976-2016). The task is: Predict the reactants needed to synthesize the given product. Given the product [CH3:14][O:13][CH:10]([CH2:11][CH3:3])[CH3:9].[CH3:4][C:3]([CH2:6][C:10]([CH3:12])([CH3:11])[CH3:9])=[CH2:5], predict the reactants needed to synthesize it. The reactants are: CO.[C:3](O)([CH3:6])([CH3:5])[CH3:4].O.[CH3:9][C:10]([O:13][CH3:14])([CH3:12])[CH3:11].